Dataset: Catalyst prediction with 721,799 reactions and 888 catalyst types from USPTO. Task: Predict which catalyst facilitates the given reaction. (1) Reactant: [CH3:1][C:2]1[CH:8]=[C:7]([OH:9])[CH:6]=[C:5]([CH3:10])[C:3]=1[OH:4].[CH:11]([C:13]1(O)[CH2:16][CH2:15][CH2:14]1)=[CH2:12]. Product: [CH3:10][C:5]1[C:3]([OH:4])=[C:2]([CH3:1])[CH:8]=[C:7]2[C:6]=1[CH2:12][CH2:11][C:13]1([O:9]2)[CH2:16][CH2:15][CH2:14]1. The catalyst class is: 155. (2) Reactant: [Br:1][C:2]1[CH:3]=[CH:4][C:5]([CH:8]=[C:9]([C:17](=[O:25])[C:18]2[CH:23]=[CH:22][CH:21]=[CH:20][C:19]=2[OH:24])C(OC(C)(C)C)=O)=[N:6][CH:7]=1.FC(F)(F)C1C=C(NC(N[C@@H]2CCCC[C@H]2N(C)C)=S)C=C(C(F)(F)F)C=1.C12(CS(O)(=O)=O)C(C)(C)C(CC1)CC2=O. Product: [Br:1][C:2]1[CH:3]=[CH:4][C:5]([CH:8]2[CH2:9][C:17](=[O:25])[C:18]3[C:19](=[CH:20][CH:21]=[CH:22][CH:23]=3)[O:24]2)=[N:6][CH:7]=1. The catalyst class is: 11. (3) Reactant: [Si]([O:8][CH2:9][C:10]1[C:11]([C:16](=O)/[CH:17]=[CH:18]/[N:19](C)C)=[N:12][CH:13]=[CH:14][CH:15]=1)(C(C)(C)C)(C)C.Cl.[CH:24]1([NH:29]N)[CH2:28][CH2:27][CH2:26][CH2:25]1. Product: [CH:24]1([N:29]2[C:16]([C:11]3[C:10]([CH2:9][OH:8])=[CH:15][CH:14]=[CH:13][N:12]=3)=[CH:17][CH:18]=[N:19]2)[CH2:28][CH2:27][CH2:26][CH2:25]1. The catalyst class is: 14. (4) Reactant: [O:1]=C[C@@H]([C@@H]([C@@H](CO)O)O)O.O[C:12]12[CH2:21][CH:16]3[CH2:17][CH:18]([CH2:20][CH:14]([CH2:15]3)[CH:13]1[C:22]#[C:23]C1N=C3C(NC=N3)=C(N)N=1)[CH2:19]2.OC12CC3CC(CC(C3)C1C#CC1N=C(N)C3N=CN(C=3N=1)[C@@H]1O[C@H](CO)[C@@H](O)[C@H]1O)C2.[OH-].[Na+]. Product: [C:22]([C:13]1([OH:1])[CH:14]2[CH2:20][CH:18]3[CH2:17][CH:16]([CH2:21][CH:12]1[CH2:19]3)[CH2:15]2)#[CH:23]. The catalyst class is: 240. (5) Reactant: [Mg].[CH:2](Cl)([CH3:4])[CH3:3].[OH:6][C:7]([C:16]([F:19])([F:18])[F:17])([C:12]([F:15])([F:14])[F:13])[C:8](OC)=[O:9].[Cl-].[NH4+]. Product: [CH3:3][CH:2]([CH3:4])[CH:8]([OH:9])[C:7]([C:12]([F:13])([F:14])[F:15])([OH:6])[C:16]([F:19])([F:18])[F:17]. The catalyst class is: 7. (6) Reactant: Cl[C:2]1C=C(N([C@H]2CC[C@H](N(C)C)CC2)CC)C(C)=C(C=1)C(O)=O.CN.[Cl:26][C:27]1[CH:28]=[C:29]([N:49]([CH2:59][CH3:60])[C@H:50]2[CH2:55][CH2:54][C@H:53]([N:56]([CH3:58])[CH3:57])[CH2:52][CH2:51]2)[C:30]([CH3:48])=[C:31]([CH:47]=1)[C:32]([NH:34][CH2:35][C:36]1[C:41](=[O:42])[N:40]2[NH:43]C=[CH:45][C:39]2=[CH:38][C:37]=1[CH3:46])=[O:33].C(NN)(C)C.C(N(CC)CC)C.C1CN([P+](ON2N=NC3C=CC=CC2=3)(N2CCCC2)N2CCCC2)CC1.F[P-](F)(F)(F)(F)F. Product: [Cl:26][C:27]1[CH:28]=[C:29]([N:49]([C@H:50]2[CH2:51][CH2:52][C@H:53]([N:56]([CH3:57])[CH3:58])[CH2:54][CH2:55]2)[CH2:59][CH3:60])[C:30]([CH3:48])=[C:31]([CH:47]=1)[C:32]([NH:34][CH2:35][C:36]1[C:37]([CH3:46])=[N:43][N:40]([CH:39]([CH3:45])[CH3:38])[C:41]=1[O:42][CH3:2])=[O:33]. The catalyst class is: 16.